This data is from Full USPTO retrosynthesis dataset with 1.9M reactions from patents (1976-2016). The task is: Predict the reactants needed to synthesize the given product. (1) Given the product [Cl:1][C:2]1[CH:13]=[C:12]([Cl:14])[C:11]([O:15][C:16]2[N:20]([CH3:21])[N:19]=[C:18]([CH3:22])[C:17]=2[CH:23]=[CH2:24])=[CH:10][C:3]=1[O:4][C@@H:5]([CH3:9])[C:6]([N:27]([CH3:28])[CH3:26])=[O:7], predict the reactants needed to synthesize it. The reactants are: [Cl:1][C:2]1[CH:13]=[C:12]([Cl:14])[C:11]([O:15][C:16]2[N:20]([CH3:21])[N:19]=[C:18]([CH3:22])[C:17]=2[CH:23]=[CH2:24])=[CH:10][C:3]=1[O:4][C@@H:5]([CH3:9])[C:6](O)=[O:7].Cl.[CH3:26][NH:27][CH3:28].Cl.C(N=C=NCCCN(C)C)C.ON1C2C=CC=CC=2N=N1. (2) The reactants are: COC(=O)[C@@H](NC(OC(C)(C)C)=O)C[C:6]1[C:14]2[C:9](=[CH:10][CH:11]=[CH:12][CH:13]=2)[N:8](CC2C=C(Cl)C=C(Cl)C=2)[CH:7]=1.[H-].[K+].COC(=O)[C@@H](NC(OC(C)(C)C)=O)CC1C2C(=CC=CC=2)NC=1.ClC1C=C(C=C(Cl)C=1)CBr. Given the product [NH:8]1[C:9]2[C:14](=[CH:13][CH:12]=[CH:11][CH:10]=2)[CH:6]=[CH:7]1, predict the reactants needed to synthesize it. (3) Given the product [CH3:14][O:13][C:11]1[CH:10]=[N:9][N:8]([CH2:1][C:2]2[CH:3]=[CH:4][CH:5]=[CH:6][CH:7]=2)[CH:12]=1, predict the reactants needed to synthesize it. The reactants are: [CH2:1]([N:8]1[CH:12]=[C:11]([OH:13])[CH:10]=[N:9]1)[C:2]1[CH:7]=[CH:6][CH:5]=[CH:4][CH:3]=1.[C:14]([O-])([O-])=O.[Cs+].[Cs+]. (4) Given the product [CH:1]1([N:6]([CH2:19][C:20]#[CH:21])[C@@H:7]2[CH2:11][CH2:10][N:9]([C:12]3[C:25]4[CH:32]=[CH:31][NH:30][C:26]=4[N:27]=[CH:28][N:29]=3)[CH2:8]2)[CH2:2][CH2:3][CH2:4][CH2:5]1, predict the reactants needed to synthesize it. The reactants are: [CH:1]1([N:6]([CH2:19][C:20]#[CH:21])[C@@H:7]2[CH2:11][CH2:10][N:9]([C:12](OC(C)(C)C)=O)[CH2:8]2)[CH2:5][CH2:4][CH2:3][CH2:2]1.Cl.ClC1[C:25]2[CH:32]=[CH:31][NH:30][C:26]=2[N:27]=[CH:28][N:29]=1.CCN(C(C)C)C(C)C. (5) Given the product [CH2:30]([O:40][C:37]([CH:38]1[CH:20]([Br:19])[CH:21]([O:22][CH2:23][CH3:24])[C:8]2[C:6](=[CH:5][CH:4]=[C:3]([C:2]([F:10])([F:11])[F:1])[CH:9]=2)[NH:7]1)=[O:39])[CH2:31][CH2:26][CH3:36], predict the reactants needed to synthesize it. The reactants are: [F:1][C:2]([F:11])([F:10])[C:3]1[CH:9]=[CH:8][C:6]([NH2:7])=[CH:5][CH:4]=1.S([O-])([O-])(=O)=O.[Na+].[Na+].[Br:19][CH:20]=[CH:21][O:22][CH2:23][CH3:24].O.[C:26]1([CH3:36])[CH:31]=[CH:30]C(S(O)(=O)=O)=CC=1.[C:37]([O:40]CC)(=[O:39])[CH3:38]. (6) Given the product [NH2:2][CH2:1][CH2:3][N:4]1[CH2:5][CH2:6][CH:7]([CH2:10][NH:11][C:12](=[O:27])[C:13]2[CH:18]=[C:17]([C:19]([F:21])([F:22])[F:20])[CH:16]=[C:15]([C:23]([F:24])([F:25])[F:26])[CH:14]=2)[CH2:8][CH2:9]1, predict the reactants needed to synthesize it. The reactants are: [C:1]([CH2:3][N:4]1[CH2:9][CH2:8][CH:7]([CH2:10][NH:11][C:12](=[O:27])[C:13]2[CH:18]=[C:17]([C:19]([F:22])([F:21])[F:20])[CH:16]=[C:15]([C:23]([F:26])([F:25])[F:24])[CH:14]=2)[CH2:6][CH2:5]1)#[N:2]. (7) Given the product [CH3:5][N:4]([CH2:6][C:7]1[CH:12]=[CH:11][C:10]([O:13][CH:20]2[CH2:21][N:22]([C:24]([O:26][C:27]([CH3:30])([CH3:29])[CH3:28])=[O:25])[CH2:23]2)=[CH:9][C:8]=1[F:14])[CH3:3], predict the reactants needed to synthesize it. The reactants are: [H-].[Na+].[CH3:3][N:4]([CH2:6][C:7]1[CH:12]=[CH:11][C:10]([OH:13])=[CH:9][C:8]=1[F:14])[CH3:5].CS(O[CH:20]1[CH2:23][N:22]([C:24]([O:26][C:27]([CH3:30])([CH3:29])[CH3:28])=[O:25])[CH2:21]1)(=O)=O.O. (8) Given the product [Br:1][CH2:2][CH2:3][CH2:4][O:12][C:13]1[CH:18]=[CH:17][CH:16]=[CH:15][C:14]=1/[CH:19]=[CH:20]/[CH:21]([CH2:34][C:35]1[CH:36]=[CH:37][C:38]([C:41]([O:43][CH3:44])=[O:42])=[CH:39][CH:40]=1)[CH2:22][CH2:23][C:24]1[CH:33]=[CH:32][C:27]([C:28]([O:30][CH3:31])=[O:29])=[CH:26][CH:25]=1, predict the reactants needed to synthesize it. The reactants are: [Br:1][CH2:2][CH2:3][CH2:4]Br.C(=O)([O-])[O-].[K+].[K+].[OH:12][C:13]1[CH:18]=[CH:17][CH:16]=[CH:15][C:14]=1/[CH:19]=[CH:20]/[CH:21]([CH2:34][C:35]1[CH:40]=[CH:39][C:38]([C:41]([O:43][CH3:44])=[O:42])=[CH:37][CH:36]=1)[CH2:22][CH2:23][C:24]1[CH:33]=[CH:32][C:27]([C:28]([O:30][CH3:31])=[O:29])=[CH:26][CH:25]=1.